Dataset: Catalyst prediction with 721,799 reactions and 888 catalyst types from USPTO. Task: Predict which catalyst facilitates the given reaction. Reactant: [Cl:1][C:2]1[CH:9]=[CH:8][C:5]([CH:6]=O)=[C:4]([F:10])[CH:3]=1.[Cl:11][C:12]1[CH:26]=[CH:25][C:15]([CH2:16]P(=O)(OCC)OCC)=[C:14]([C:27]#[N:28])[CH:13]=1.CC(C)([O-])C.[K+].CO. Product: [Cl:11][C:12]1[CH:26]=[CH:25][C:15](/[CH:16]=[CH:6]/[C:5]2[CH:8]=[CH:9][C:2]([Cl:1])=[CH:3][C:4]=2[F:10])=[C:14]([CH:13]=1)[C:27]#[N:28]. The catalyst class is: 20.